Dataset: Catalyst prediction with 721,799 reactions and 888 catalyst types from USPTO. Task: Predict which catalyst facilitates the given reaction. Reactant: C([O:3][C:4](=[O:29])[CH2:5][CH:6]1[O:10][B:9]([OH:11])[C:8]2[CH:12]=[C:13]([O:17][CH2:18][CH2:19][CH2:20][NH:21][C:22]([O:24][C:25]([CH3:28])([CH3:27])[CH3:26])=[O:23])[CH:14]=[C:15]([CH3:16])[C:7]1=2)C.[Li+].[OH-].Cl. The catalyst class is: 20. Product: [C:25]([O:24][C:22]([NH:21][CH2:20][CH2:19][CH2:18][O:17][C:13]1[CH:14]=[C:15]([CH3:16])[C:7]2[CH:6]([CH2:5][C:4]([OH:29])=[O:3])[O:10][B:9]([OH:11])[C:8]=2[CH:12]=1)=[O:23])([CH3:27])([CH3:28])[CH3:26].